Dataset: Catalyst prediction with 721,799 reactions and 888 catalyst types from USPTO. Task: Predict which catalyst facilitates the given reaction. (1) Reactant: [N:1]1[CH:6]=[CH:5][C:4]([NH:7][C:8]2[C:16]3[C:11](=[CH:12][CH:13]=[CH:14][CH:15]=3)[NH:10][C:9]=2[C:17]([OH:19])=[O:18])=[CH:3][CH:2]=1.C([O-])([O-])=O.[Cs+].[Cs+].[C:26]([O:29][CH2:30]Br)(=[O:28])[CH3:27]. Product: [C:26]([O:29][CH2:30][O:18][C:17]([C:9]1[NH:10][C:11]2[C:16]([C:8]=1[NH:7][C:4]1[CH:5]=[CH:6][N:1]=[CH:2][CH:3]=1)=[CH:15][CH:14]=[CH:13][CH:12]=2)=[O:19])(=[O:28])[CH3:27]. The catalyst class is: 3. (2) Reactant: Cl[CH2:2][CH2:3][CH2:4][C:5]([O:7][CH:8]1[CH2:14][CH2:13][CH2:12][N:11]([C:15](=[O:33])[C:16]2[CH:21]=[CH:20][C:19]([NH:22][C:23](=[O:31])[C:24]3[CH:29]=[CH:28][CH:27]=[CH:26][C:25]=3[CH3:30])=[CH:18][C:17]=2[CH3:32])[C:10]2[CH:34]=[CH:35][C:36]([Cl:38])=[CH:37][C:9]1=2)=[O:6].[C:39]([N:42]1[CH2:47][CH2:46][NH:45][CH2:44][CH2:43]1)(=[O:41])[CH3:40].[I-].[Na+].C(=O)([O-])[O-].[Na+].[Na+]. Product: [C:39]([N:42]1[CH2:47][CH2:46][N:45]([CH2:2][CH2:3][CH2:4][C:5]([O:7][CH:8]2[CH2:14][CH2:13][CH2:12][N:11]([C:15](=[O:33])[C:16]3[CH:21]=[CH:20][C:19]([NH:22][C:23](=[O:31])[C:24]4[CH:29]=[CH:28][CH:27]=[CH:26][C:25]=4[CH3:30])=[CH:18][C:17]=3[CH3:32])[C:10]3[CH:34]=[CH:35][C:36]([Cl:38])=[CH:37][C:9]2=3)=[O:6])[CH2:44][CH2:43]1)(=[O:41])[CH3:40]. The catalyst class is: 47.